From a dataset of Forward reaction prediction with 1.9M reactions from USPTO patents (1976-2016). Predict the product of the given reaction. Given the reactants CO[C:3]([CH2:5][C:6]([NH2:8])=[O:7])=[O:4].C[Si](C)(C)[O-].[K+].Cl.Cl.Cl.[Cl:18][C:19]1[C:20]([N:29]2[CH2:34][CH2:33][N:32]([CH2:35][CH2:36][C@H:37]3[CH2:42][CH2:41][C@H:40]([NH2:43])[CH2:39][CH2:38]3)[CH2:31][CH2:30]2)=[N:21][CH:22]=[C:23]([C:25]([F:28])([F:27])[F:26])[CH:24]=1.CCN(C(C)C)C(C)C.CN(C(ON1N=NC2C=CC=CC1=2)=[N+](C)C)C.[B-](F)(F)(F)F, predict the reaction product. The product is: [Cl:18][C:19]1[C:20]([N:29]2[CH2:34][CH2:33][N:32]([CH2:35][CH2:36][C@H:37]3[CH2:42][CH2:41][C@H:40]([NH:43][C:3](=[O:4])[CH2:5][C:6]([NH2:8])=[O:7])[CH2:39][CH2:38]3)[CH2:31][CH2:30]2)=[N:21][CH:22]=[C:23]([C:25]([F:27])([F:28])[F:26])[CH:24]=1.